This data is from Full USPTO retrosynthesis dataset with 1.9M reactions from patents (1976-2016). The task is: Predict the reactants needed to synthesize the given product. (1) Given the product [F:8][C:7]1[CH:6]=[CH:5][C:4]([OH:9])=[CH:3][C:2]=1[NH:1][C:15](=[O:31])[CH:16]([CH2:20][C:21]1[CH:26]=[CH:25][C:24]([S:27]([CH3:30])(=[O:28])=[O:29])=[CH:23][CH:22]=1)[C:17](=[O:19])[CH3:18], predict the reactants needed to synthesize it. The reactants are: [NH2:1][C:2]1[CH:3]=[C:4]([OH:9])[CH:5]=[CH:6][C:7]=1[F:8].C(S[C:15](=[O:31])[CH:16]([CH2:20][C:21]1[CH:26]=[CH:25][C:24]([S:27]([CH3:30])(=[O:29])=[O:28])=[CH:23][CH:22]=1)[C:17](=[O:19])[CH3:18])(C)(C)C. (2) Given the product [CH3:26][N:1]1[CH2:6][CH2:5][CH:4]([CH:7]2[CH2:23][CH2:22][N:10]3[C:11](=[O:21])[CH:12]=[C:13]([C:15]4[CH:20]=[CH:19][N:18]=[CH:17][CH:16]=4)[N:14]=[C:9]3[NH:8]2)[CH2:3][CH2:2]1, predict the reactants needed to synthesize it. The reactants are: [NH:1]1[CH2:6][CH2:5][CH:4]([CH:7]2[CH2:23][CH2:22][N:10]3[C:11](=[O:21])[CH:12]=[C:13]([C:15]4[CH:20]=[CH:19][N:18]=[CH:17][CH:16]=4)[N:14]=[C:9]3[NH:8]2)[CH2:3][CH2:2]1.C=O.[C:26]([BH3-])#N.[Na+].[OH-].[Na+]. (3) Given the product [Br:1][C:2]1[CH:3]=[C:4]2[C:9](=[CH:10][CH:11]=1)[N:8]1[C:18](=[O:21])[NH:19][N:20]=[C:7]1[CH:6]=[C:5]2[C:13]1[S:14][CH:15]=[CH:16][CH:17]=1, predict the reactants needed to synthesize it. The reactants are: [Br:1][C:2]1[CH:3]=[C:4]2[C:9](=[CH:10][CH:11]=1)[N:8]=[C:7](Cl)[CH:6]=[C:5]2[C:13]1[S:14][CH:15]=[CH:16][CH:17]=1.[C:18](OCC)(=[O:21])[NH:19][NH2:20].C(O)C.Br. (4) Given the product [N:4]1[CH:3]=[CH:2][CH:7]=[CH:6][C:5]=1[C:21](=[O:23])[CH2:19][CH2:18][C:17](=[O:20])[CH3:16], predict the reactants needed to synthesize it. The reactants are: C(=O)[C:2]1[CH:7]=[CH:6][CH:5]=[N:4][CH:3]=1.C(N(CC)CC)C.[CH3:16][C:17](=[O:20])[CH:18]=[CH2:19].[CH2:21]([OH:23])C.